Dataset: Catalyst prediction with 721,799 reactions and 888 catalyst types from USPTO. Task: Predict which catalyst facilitates the given reaction. (1) Product: [CH3:16][NH:17][C@H:3]([C:4]([OH:6])=[O:5])[C:2]([CH3:8])([CH3:1])[C:9]1[CH:14]=[CH:13][C:12]([CH3:15])=[CH:11][CH:10]=1. The catalyst class is: 7. Reactant: [CH3:1][C:2]([C:9]1[CH:14]=[CH:13][C:12]([CH3:15])=[CH:11][CH:10]=1)([CH3:8])[C:3](=O)[C:4]([OH:6])=[O:5].[CH3:16][NH2:17]. (2) Reactant: CN(C)C=O.Br[C:7]1[CH:12]=[CH:11][C:10]([C:13]2[N:14]([CH2:22][O:23][CH2:24][CH2:25][Si:26]([CH3:29])([CH3:28])[CH3:27])[CH:15]=[C:16]([C:18]([F:21])([F:20])[F:19])[N:17]=2)=[C:9]([Cl:30])[CH:8]=1.[CH3:31][C:32]1[C:37](B2OC(C)(C)C(C)(C)O2)=[CH:36][N:35]=[C:34]([O:47][CH2:48][C:49]2([C:53]([O:55][CH2:56][CH3:57])=[O:54])[CH2:52][CH2:51][CH2:50]2)[CH:33]=1.C(=O)([O-])[O-].[Na+].[Na+]. Product: [Cl:30][C:9]1[CH:8]=[C:7]([C:37]2[C:32]([CH3:31])=[CH:33][C:34]([O:47][CH2:48][C:49]3([C:53]([O:55][CH2:56][CH3:57])=[O:54])[CH2:52][CH2:51][CH2:50]3)=[N:35][CH:36]=2)[CH:12]=[CH:11][C:10]=1[C:13]1[N:14]([CH2:22][O:23][CH2:24][CH2:25][Si:26]([CH3:29])([CH3:28])[CH3:27])[CH:15]=[C:16]([C:18]([F:21])([F:20])[F:19])[N:17]=1. The catalyst class is: 69. (3) The catalyst class is: 22. Reactant: [CH2:1]([C:5]1[C:14]2[CH2:15][C@H:16]([CH3:19])[O:17][CH2:18][C:13]=2[C:12]2[CH2:11][N:10](CC3C=CC(OC)=CC=3)[CH2:9][CH2:8][C:7]=2[N:6]=1)[CH2:2][CH2:3][CH3:4].[Na+].[Cl-]. Product: [CH2:1]([C:5]1[C:14]2[CH2:15][C@H:16]([CH3:19])[O:17][CH2:18][C:13]=2[C:12]2[CH2:11][NH:10][CH2:9][CH2:8][C:7]=2[N:6]=1)[CH2:2][CH2:3][CH3:4]. (4) Product: [C:1]([O:5][C:6](=[O:7])[NH:8][C:9]1[CH:10]=[C:11]2[C:15](=[CH:16][CH:17]=1)[CH2:14][C@H:13]([CH2:18][I:30])[CH2:12]2)([CH3:4])([CH3:3])[CH3:2]. Reactant: [C:1]([O:5][C:6]([NH:8][C:9]1[CH:10]=[C:11]2[C:15](=[CH:16][CH:17]=1)[CH2:14][C@H:13]([CH2:18]OS(C1C=CC(C)=CC=1)(=O)=O)[CH2:12]2)=[O:7])([CH3:4])([CH3:3])[CH3:2].[I-:30].[Li+]. The catalyst class is: 3. (5) Reactant: C(N[C:9]([C:11]1[C:16]([NH:17][C:18](=[O:23])[CH2:19][CH:20]([CH3:22])[CH3:21])=[N:15][CH:14]=[CH:13][N:12]=1)=[O:10])C1C=CC=CC=1.NC1C(C(O)=[O:32])=NC=CN=1.C(N(C(C)C)CC)(C)C.C(Cl)(=O)CC(C)C. Product: [CH3:21][CH:20]([CH3:22])[CH2:19][C:18]([NH:17][C:16]1[C:11]([C:9]([OH:10])=[O:32])=[N:12][CH:13]=[CH:14][N:15]=1)=[O:23]. The catalyst class is: 3. (6) The catalyst class is: 3. Product: [Br:1][C:2]1[C:10]2[C:5](=[N:6][C:7]([NH:11][CH2:12][CH2:13][CH2:14][CH3:15])=[N:8][CH:9]=2)[N:4]([C@H:20]2[CH2:21][CH2:22][C@H:17]([OH:16])[CH2:18][CH2:19]2)[N:3]=1. Reactant: [Br:1][C:2]1[C:10]2[C:5](=[N:6][C:7]([NH:11][CH2:12][CH2:13][CH2:14][CH3:15])=[N:8][CH:9]=2)[NH:4][N:3]=1.[OH:16][C@H:17]1[CH2:22][CH2:21][C@H:20](Cl)[CH2:19][CH2:18]1.C([O-])([O-])=O.[K+].[K+].